Task: Predict the reactants needed to synthesize the given product.. Dataset: Full USPTO retrosynthesis dataset with 1.9M reactions from patents (1976-2016) (1) The reactants are: F[C@@H]1[C@@H](NC2C3C(=CC=C(C)C=3)N=C(N3CC4C=CC=CC=4S(=O)CC3)N=2)CN(C(OCC2C=CC=CC=2)=O)C1.[CH3:41][C:42]1[CH:43]=[C:44]2[C:49](=[CH:50][CH:51]=1)[N:48]=[C:47]([N:52]1[CH2:58][C:57]3[CH:59]=[CH:60][CH:61]=[CH:62][C:56]=3[S:55](=[O:63])[CH2:54][CH2:53]1)[NH:46][C:45]2=O.[NH:65]1[CH2:69][CH2:68][CH:67]([NH:70][C:71](=[O:77])[O:72][C:73]([CH3:76])([CH3:75])[CH3:74])[CH2:66]1. Given the product [CH3:41][C:42]1[CH:43]=[C:44]2[C:49](=[CH:50][CH:51]=1)[N:48]=[C:47]([N:52]1[CH2:58][C:57]3[CH:59]=[CH:60][CH:61]=[CH:62][C:56]=3[S:55](=[O:63])[CH2:54][CH2:53]1)[N:46]=[C:45]2[N:65]1[CH2:69][CH2:68][CH:67]([NH:70][C:71](=[O:77])[O:72][C:73]([CH3:75])([CH3:74])[CH3:76])[CH2:66]1, predict the reactants needed to synthesize it. (2) Given the product [CH3:27][O:28][C:29]1[CH:34]=[CH:33][C:2]([N:3]2[CH:4]=[C:5]3[CH2:10][N:9]([CH2:11][CH2:12][CH2:13][CH2:14][O:15][C:16]4[CH:25]=[C:24]5[C:19]([CH2:20][CH2:21][C:22](=[O:26])[NH:23]5)=[CH:18][CH:17]=4)[CH2:8][CH2:7][C:6]3=[N:1]2)=[CH:31][CH:30]=1, predict the reactants needed to synthesize it. The reactants are: [N:1]1[C:6]2[CH2:7][CH2:8][N:9]([CH2:11][CH2:12][CH2:13][CH2:14][O:15][C:16]3[CH:25]=[C:24]4[C:19]([CH2:20][CH2:21][C:22](=[O:26])[NH:23]4)=[CH:18][CH:17]=3)[CH2:10][C:5]=2[CH:4]=[N:3][CH:2]=1.[CH3:27][O:28][C:29]1[CH:34]=[CH:33]C(N2C=C3CNCCC3=N2)=[CH:31][CH:30]=1. (3) The reactants are: Cl[C:2]1C=CC=C2[C:3]=1C=C(OC(C)C)N=C2F.[Cl:17][C:18]1[C:27]2[C:22](=[CH:23][C:24]([O:28][CH3:29])=[CH:25][CH:26]=2)[CH:21]=[C:20]([OH:30])[N:19]=1.ICC. Given the product [Cl:17][C:18]1[C:27]2[C:22](=[CH:23][C:24]([O:28][CH3:29])=[CH:25][CH:26]=2)[CH:21]=[C:20]([O:30][CH2:2][CH3:3])[N:19]=1, predict the reactants needed to synthesize it. (4) Given the product [CH3:8][C:7]1[O:6][N:5]=[C:4]([C:9]2[CH:14]=[CH:13][CH:12]=[CH:11][CH:10]=2)[C:3]=1[C:1]#[C:2][C:16]1[CH:21]=[CH:20][CH:19]=[CH:18][C:17]=1[CH2:22][C:23]#[N:24], predict the reactants needed to synthesize it. The reactants are: [C:1]([C:3]1[C:4]([C:9]2[CH:14]=[CH:13][CH:12]=[CH:11][CH:10]=2)=[N:5][O:6][C:7]=1[CH3:8])#[CH:2].I[C:16]1[CH:21]=[CH:20][CH:19]=[CH:18][C:17]=1[CH2:22][C:23]#[N:24]. (5) The reactants are: [F:1][C:2]1[CH:7]=[CH:6][CH:5]=[CH:4][C:3]=1[C:8]1[N:16]=[C:11]2[CH:12]=[N:13][NH:14][CH:15]=[C:10]2[N:9]=1.[Cl:17][C:18]1[CH:23]=[CH:22][C:21]([C:24]2[O:28][N:27]=[C:26]([CH2:29]OS(C)(=O)=O)[CH:25]=2)=[CH:20][CH:19]=1. Given the product [Cl:17][C:18]1[CH:19]=[CH:20][C:21]([C:24]2[O:28][N:27]=[C:26]([CH2:29][N:13]3[CH:12]=[C:11]4[N:16]=[C:8]([C:3]5[CH:4]=[CH:5][CH:6]=[CH:7][C:2]=5[F:1])[N:9]=[C:10]4[CH:15]=[N:14]3)[CH:25]=2)=[CH:22][CH:23]=1, predict the reactants needed to synthesize it.